From a dataset of Forward reaction prediction with 1.9M reactions from USPTO patents (1976-2016). Predict the product of the given reaction. (1) Given the reactants [CH:1]([N:4]1[C:8]([C:9]2[N:18]=[C:17]3[N:11]([CH2:12][CH2:13][O:14][C:15]4[CH:22]=[C:21](O)[N:20]=[CH:19][C:16]=43)[CH:10]=2)=[N:7][C:6]([CH3:24])=[N:5]1)([CH3:3])[CH3:2].[NH:25]1[CH2:32][CH2:31][CH2:30][C@H:26]1[C:27]([NH2:29])=[O:28], predict the reaction product. The product is: [CH:1]([N:4]1[C:8]([C:9]2[N:18]=[C:17]3[C:16]4[CH:19]=[N:20][C:21]([N:25]5[CH2:32][CH2:31][CH2:30][C@H:26]5[C:27]([NH2:29])=[O:28])=[CH:22][C:15]=4[O:14][CH2:13][CH2:12][N:11]3[CH:10]=2)=[N:7][C:6]([CH3:24])=[N:5]1)([CH3:2])[CH3:3]. (2) Given the reactants Cl[CH2:2][C:3]([N:5]1[CH2:10][CH2:9][CH:8]([O:11][C:12]2[CH:17]=[CH:16][C:15]([Cl:18])=[CH:14][CH:13]=2)[CH2:7][CH2:6]1)=[O:4].[NH2:19][C:20]1[CH:30]=[CH:29][C:23]2[NH:24][C:25](=[O:28])[CH2:26][O:27][C:22]=2[CH:21]=1, predict the reaction product. The product is: [Cl:18][C:15]1[CH:16]=[CH:17][C:12]([O:11][CH:8]2[CH2:9][CH2:10][N:5]([C:3](=[O:4])[CH2:2][NH:19][C:20]3[CH:30]=[CH:29][C:23]4[NH:24][C:25](=[O:28])[CH2:26][O:27][C:22]=4[CH:21]=3)[CH2:6][CH2:7]2)=[CH:13][CH:14]=1. (3) Given the reactants Br[CH2:2][C:3]1[C:8]([CH3:9])=[CH:7][CH:6]=[CH:5][C:4]=1[N:10]1[C:14](=[O:15])[N:13]([CH3:16])[N:12]=[N:11]1.[Br:17][C:18]1[CH:23]=[CH:22][C:21]([OH:24])=[CH:20][C:19]=1[CH3:25].C(=O)([O-])[O-].[K+].[K+].C(#N)C, predict the reaction product. The product is: [Br:17][C:18]1[CH:23]=[CH:22][C:21]([O:24][CH2:2][C:3]2[C:8]([CH3:9])=[CH:7][CH:6]=[CH:5][C:4]=2[N:10]2[C:14](=[O:15])[N:13]([CH3:16])[N:12]=[N:11]2)=[CH:20][C:19]=1[CH3:25]. (4) Given the reactants O[CH2:2][N:3]1[C:7]([CH3:8])=[CH:6][C:5]([CH3:9])=[N:4]1.[CH:10]([NH2:13])([CH3:12])[CH3:11], predict the reaction product. The product is: [CH3:9][C:5]1[CH:6]=[C:7]([CH3:8])[N:3]([CH2:2][N:13]([CH2:2][N:3]2[C:7]([CH3:8])=[CH:6][C:5]([CH3:9])=[N:4]2)[CH:10]([CH3:12])[CH3:11])[N:4]=1. (5) The product is: [Br:1][C:2]1[CH:3]=[C:4]([N:5]2[CH:9]=[N:21][N:20]=[N:19]2)[CH:6]=[CH:7][CH:8]=1. Given the reactants [Br:1][C:2]1[CH:3]=[C:4]([CH:6]=[CH:7][CH:8]=1)[NH2:5].[CH:9](OCC)(OCC)OCC.[N-:19]=[N+:20]=[N-:21].[Na+].O, predict the reaction product. (6) The product is: [CH2:1]([O:3][C:4](=[O:28])[CH2:5][C:6]1[CH:11]=[CH:10][C:9]([O:12][CH3:13])=[C:8]([O:14][C:15]2[CH:20]=[CH:19][C:18]([NH:21][C:34](=[O:35])[CH2:33][C:29]([CH3:32])([CH3:31])[CH3:30])=[CH:17][C:16]=2[CH2:22][S:23][C:24]([CH3:27])([CH3:26])[CH3:25])[CH:7]=1)[CH3:2]. Given the reactants [CH2:1]([O:3][C:4](=[O:28])[CH2:5][C:6]1[CH:11]=[CH:10][C:9]([O:12][CH3:13])=[C:8]([O:14][C:15]2[CH:20]=[CH:19][C:18]([NH2:21])=[CH:17][C:16]=2[CH2:22][S:23][C:24]([CH3:27])([CH3:26])[CH3:25])[CH:7]=1)[CH3:2].[C:29]([CH2:33][C:34](Cl)=[O:35])([CH3:32])([CH3:31])[CH3:30], predict the reaction product. (7) Given the reactants [CH2:1]([C:4]1[S:28][C:7]2[N:8]=[C:9]([C:25]([OH:27])=O)[N:10]=[C:11]([N:12]3[CH2:17][CH2:16][N:15]4[C:18]([C:21]([F:24])([F:23])[F:22])=[N:19][N:20]=[C:14]4[CH2:13]3)[C:6]=2[CH:5]=1)[CH2:2][CH3:3].[C:29]([CH2:31][C:32]([NH:34][NH2:35])=[O:33])#[N:30].C(Cl)CCl.C1C=CC2N(O)N=NC=2C=1.C(N(CC)CC)C, predict the reaction product. The product is: [C:29]([CH2:31][C:32]([NH:34][NH:35][C:25]([C:9]1[N:10]=[C:11]([N:12]2[CH2:17][CH2:16][N:15]3[C:18]([C:21]([F:23])([F:22])[F:24])=[N:19][N:20]=[C:14]3[CH2:13]2)[C:6]2[CH:5]=[C:4]([CH2:1][CH2:2][CH3:3])[S:28][C:7]=2[N:8]=1)=[O:27])=[O:33])#[N:30].